This data is from Catalyst prediction with 721,799 reactions and 888 catalyst types from USPTO. The task is: Predict which catalyst facilitates the given reaction. (1) Reactant: [Cl:1][C:2]1[CH:10]=[C:9]2[C:5]([CH2:6][C:7](=[O:11])[NH:8]2)=[CH:4][CH:3]=1.[Cl:12][C:13]1[CH:14]=[CH:15][C:16]([O:21][C:22]2[N:27]=[CH:26][CH:25]=[CH:24][N:23]=2)=[C:17]([CH:20]=1)[CH:18]=O.N1CCCC1. Product: [Cl:1][C:2]1[CH:10]=[C:9]2[C:5](/[C:6](=[CH:18]/[C:17]3[CH:20]=[C:13]([Cl:12])[CH:14]=[CH:15][C:16]=3[O:21][C:22]3[N:23]=[CH:24][CH:25]=[CH:26][N:27]=3)/[C:7](=[O:11])[NH:8]2)=[CH:4][CH:3]=1. The catalyst class is: 5. (2) Reactant: Br[C:2]1[C:3]([C:23]2[C:28]([F:29])=[CH:27][CH:26]=[CH:25][C:24]=2[Cl:30])=[N:4][O:5][C:6]=1[C:7]1[CH:8]=[N:9][N:10]([C:16]2[CH:21]=[CH:20][CH:19]=[C:18]([F:22])[CH:17]=2)[C:11]=1[C:12]([F:15])([F:14])[F:13].[O:31]1[CH:35]=[CH:34][C:33](B(O)O)=[CH:32]1.C(=O)([O-])[O-].[Cs+].[Cs+]. Product: [Cl:30][C:24]1[CH:25]=[CH:26][CH:27]=[C:28]([F:29])[C:23]=1[C:3]1[C:2]([C:33]2[CH:34]=[CH:35][O:31][CH:32]=2)=[C:6]([C:7]2[CH:8]=[N:9][N:10]([C:16]3[CH:21]=[CH:20][CH:19]=[C:18]([F:22])[CH:17]=3)[C:11]=2[C:12]([F:15])([F:14])[F:13])[O:5][N:4]=1. The catalyst class is: 276.